From a dataset of Reaction yield outcomes from USPTO patents with 853,638 reactions. Predict the reaction yield, written as a fraction of the theoretical maximum amount of product (1.0 means a 100% yield; for example, 0.34 means a 34% yield). (1) The reactants are [CH3:1][C:2]1[CH:7]=[C:6]([CH3:8])[C:5]([N:9]2[CH:13]=[N:12][C:11]([C:14]([F:17])([F:16])[F:15])=[N:10]2)=[CH:4][C:3]=1[S:18](Cl)(=O)=O.C(O)C.Cl.O. The catalyst is [Zn].C(OCC)(=O)C. The product is [CH3:1][C:2]1[CH:7]=[C:6]([CH3:8])[C:5]([N:9]2[CH:13]=[N:12][C:11]([C:14]([F:15])([F:16])[F:17])=[N:10]2)=[CH:4][C:3]=1[SH:18]. The yield is 0.860. (2) The reactants are [OH-].[K+].[F:3][C:4]([F:19])([F:18])[C:5]([F:17])([C:13]([F:16])([F:15])[F:14])[CH2:6][CH:7](I)[C:8]([F:11])([F:10])[F:9]. The catalyst is [Cl-].C[N+](CCCC)(CCCC)CCCC.O. The product is [F:9][C:8]([F:10])([F:11])/[CH:7]=[CH:6]/[C:5]([F:17])([C:4]([F:3])([F:18])[F:19])[C:13]([F:16])([F:15])[F:14]. The yield is 0.575. (3) The reactants are [CH3:1][O:2][C:3]([NH:5][C@H:6]([C:11]([N:13]1[CH2:17][C@@H:16]([CH3:18])[CH2:15][C@H:14]1[C:19]1[NH:20][C:21]([C:24]2[CH:29]=[C:28]3[CH2:30][O:31][C:32]4[CH:59]=[C:58]5[C:35]([CH:36]=[CH:37][C:38]6[N:42]=[C:41]([C@@H:43]7[CH2:47][C@H:46]([CH2:48][O:49][CH3:50])[CH2:45][N:44]7C(OC(C)(C)C)=O)[NH:40][C:39]=65)=[CH:34][C:33]=4[C:27]3=[CH:26][CH:25]=2)=[CH:22][N:23]=1)=[O:12])[C@@H:7]([CH2:9][CH3:10])[CH3:8])=[O:4].[CH3:60][O:61][C@H:62]([CH3:72])[C@H:63]([NH:67][C:68]([O:70][CH3:71])=[O:69])[C:64]([OH:66])=O.CN(C(ON1N=NC2C=CC=NC1=2)=[N+](C)C)C.F[P-](F)(F)(F)(F)F.CN1CCOCC1. The catalyst is Cl.CCO.CN(C=O)C. The product is [CH3:71][O:70][C:68]([NH:67][C@H:63]([C:64]([N:44]1[CH2:45][C@@H:46]([CH2:48][O:49][CH3:50])[CH2:47][C@H:43]1[C:41]1[NH:40][C:39]2[C:58]3[C:35]([CH:36]=[CH:37][C:38]=2[N:42]=1)=[CH:34][C:33]1[C:27]2[C:28]([CH2:30][O:31][C:32]=1[CH:59]=3)=[CH:29][C:24]([C:21]1[NH:20][C:19]([C@@H:14]3[CH2:15][C@H:16]([CH3:18])[CH2:17][N:13]3[C:11](=[O:12])[C@@H:6]([NH:5][C:3](=[O:4])[O:2][CH3:1])[C@H:7]([CH3:8])[CH2:9][CH3:10])=[N:23][CH:22]=1)=[CH:25][CH:26]=2)=[O:66])[C@H:62]([CH3:72])[O:61][CH3:60])=[O:69]. The yield is 0.810. (4) The reactants are C(N(CC)CC)C.[OH:8][C:9]1[CH:14]=[CH:13][C:12]([CH2:15][C:16]([O:18][CH3:19])=[O:17])=[CH:11][C:10]=1[C:20]([F:23])([F:22])[F:21].[F:24][C:25]([F:38])([F:37])[S:26](O[S:26]([C:25]([F:38])([F:37])[F:24])(=[O:28])=[O:27])(=[O:28])=[O:27]. The catalyst is C(Cl)Cl. The product is [F:23][C:20]([F:21])([F:22])[C:10]1[CH:11]=[C:12]([CH2:15][C:16]([O:18][CH3:19])=[O:17])[CH:13]=[CH:14][C:9]=1[O:8][S:26]([C:25]([F:38])([F:37])[F:24])(=[O:28])=[O:27]. The yield is 0.820. (5) The reactants are FC(F)(F)C(O)=O.C(OC(O[CH:16]([C:24]1[CH:29]=[C:28]([F:30])[CH:27]=[CH:26][C:25]=1[F:31])[C:17]1[N:18]([CH3:23])[C:19]([Cl:22])=[CH:20][N:21]=1)=O)(C)(C)C.[Cl:32][C:33]1[CH:38]=[CH:37][C:36]([SH:39])=[CH:35][CH:34]=1.C(=O)([O-])[O-].[K+].[K+]. The catalyst is C(OCC)C. The product is [Cl:32][C:33]1[CH:38]=[CH:37][C:36]([S:39][CH:16]([C:24]2[CH:29]=[C:28]([F:30])[CH:27]=[CH:26][C:25]=2[F:31])[C:17]2[N:18]([CH3:23])[C:19]([Cl:22])=[CH:20][N:21]=2)=[CH:35][CH:34]=1. The yield is 0.890. (6) The reactants are [N+:1]([C:4]1[CH:9]=[CH:8][C:7]([C:10]2[C:14](Br)=[CH:13][N:12]([CH2:16][CH2:17][OH:18])[N:11]=2)=[CH:6][CH:5]=1)([O-:3])=[O:2].[B:19]1([B:19]2[O:23][C:22]([CH3:25])([CH3:24])[C:21]([CH3:27])([CH3:26])[O:20]2)[O:23][C:22]([CH3:25])([CH3:24])[C:21]([CH3:27])([CH3:26])[O:20]1.C([O-])(=O)C.[K+]. The catalyst is Cl[Pd](Cl)([P](C1C=CC=CC=1)(C1C=CC=CC=1)C1C=CC=CC=1)[P](C1C=CC=CC=1)(C1C=CC=CC=1)C1C=CC=CC=1.O1CCOCC1. The product is [N+:1]([C:4]1[CH:9]=[CH:8][C:7]([C:10]2[C:14]([B:19]3[O:23][C:22]([CH3:25])([CH3:24])[C:21]([CH3:27])([CH3:26])[O:20]3)=[CH:13][N:12]([CH2:16][CH2:17][OH:18])[N:11]=2)=[CH:6][CH:5]=1)([O-:3])=[O:2]. The yield is 0.450. (7) The product is [N:1]1[CH:6]=[C:5]([CH2:7][CH2:8][C:9]([O:11][CH3:12])=[O:10])[CH:4]=[N:3][CH:2]=1. The catalyst is CO.[Pd]. The reactants are [N:1]1[CH:6]=[C:5](/[CH:7]=[CH:8]/[C:9]([O:11][CH3:12])=[O:10])[CH:4]=[N:3][CH:2]=1. The yield is 0.556. (8) The reactants are [F:1][C:2]1[CH:3]=[N:4][C:5]2[C:10]([C:11]=1[C:12](=[CH2:17])[C:13]([O:15][CH3:16])=[O:14])=[N:9][C:8]([O:18][CH3:19])=[CH:7][CH:6]=2.[C:20]1([CH2:26][O:27][C:28](=[O:37])[NH:29][C@H:30]2[CH2:35][CH2:34][NH:33][CH2:32][C@H:31]2[F:36])[CH:25]=[CH:24][CH:23]=[CH:22][CH:21]=1.BrC1C2OCCOC=2C=C(C=O)C=1.O1C2=CN=C(CO)C=C2C=C1. The catalyst is CN(C)C(N(C)C)=N.CN(C=O)C. The product is [F:1][C:2]1[CH:3]=[N:4][C:5]2[C:10]([C:11]=1[CH:12]([CH2:17][N:33]1[CH2:34][CH2:35][C@H:30]([NH:29][C:28]([O:27][CH2:26][C:20]3[CH:21]=[CH:22][CH:23]=[CH:24][CH:25]=3)=[O:37])[C@H:31]([F:36])[CH2:32]1)[C:13]([O:15][CH3:16])=[O:14])=[N:9][C:8]([O:18][CH3:19])=[CH:7][CH:6]=2. The yield is 1.00. (9) The reactants are B(Br)(Br)Br.[F:5][C:6]1[CH:7]=[C:8]([CH:11]=[C:12]([F:16])[C:13]=1[O:14]C)[C:9]#[N:10]. The catalyst is ClCCl. The product is [F:5][C:6]1[CH:7]=[C:8]([CH:11]=[C:12]([F:16])[C:13]=1[OH:14])[C:9]#[N:10]. The yield is 0.806.